From a dataset of Retrosynthesis with 50K atom-mapped reactions and 10 reaction types from USPTO. Predict the reactants needed to synthesize the given product. (1) Given the product CCCC[Sn](CCCC)(CCCC)c1nccs1, predict the reactants needed to synthesize it. The reactants are: CCCC[Sn](Cl)(CCCC)CCCC.c1cscn1. (2) Given the product COc1cc2c(cc1OC)C1CC(O)(c3ccccc3)C3CCCCC3N1CC2, predict the reactants needed to synthesize it. The reactants are: COc1cc2c(cc1OC)C1CC(=O)C3CCCCC3N1CC2.[Mg+]c1ccccc1. (3) Given the product C=CC(=O)N1CC2(CCN(C(=O)OCc3ccccc3)CC2)c2ccccc21, predict the reactants needed to synthesize it. The reactants are: C=CC(=O)Cl.O=C(OCc1ccccc1)N1CCC2(CC1)CNc1ccccc12. (4) Given the product CN(C)Cc1ccc(OC2CN(C(=O)c3nnc(-c4ccccc4)o3)C2)cc1, predict the reactants needed to synthesize it. The reactants are: CCOC(=O)c1nnc(-c2ccccc2)o1.CN(C)Cc1ccc(OC2CNC2)cc1. (5) Given the product O=C(O)c1ccc([N+](=O)[O-])c(NCc2ccc(Cl)cc2Cl)c1, predict the reactants needed to synthesize it. The reactants are: NCc1ccc(Cl)cc1Cl.O=C(O)c1ccc([N+](=O)[O-])c(F)c1. (6) Given the product CC(C)(O)[C@@H]1C[C@@H](OS(C)(=O)=O)CN1Cc1ccccc1, predict the reactants needed to synthesize it. The reactants are: CC(C)(O)[C@@H]1C[C@@H](O)CN1Cc1ccccc1.CS(=O)(=O)Cl. (7) The reactants are: CC(O)c1nc2ccccc2[nH]1. Given the product CC(=O)c1nc2ccccc2[nH]1, predict the reactants needed to synthesize it. (8) Given the product CCOC(=O)C(C)N1CN(c2ccccc2)C2(CCN(Cc3cccc4ccccc34)CC2)C1=O, predict the reactants needed to synthesize it. The reactants are: CCOC(=O)C(C)Br.O=C1NCN(c2ccccc2)C12CCN(Cc1cccc3ccccc13)CC2.